This data is from NCI-60 drug combinations with 297,098 pairs across 59 cell lines. The task is: Regression. Given two drug SMILES strings and cell line genomic features, predict the synergy score measuring deviation from expected non-interaction effect. Drug 1: C1=CC(=CC=C1CCC2=CNC3=C2C(=O)NC(=N3)N)C(=O)NC(CCC(=O)O)C(=O)O. Drug 2: CC(C)NC(=O)C1=CC=C(C=C1)CNNC.Cl. Cell line: CAKI-1. Synergy scores: CSS=2.94, Synergy_ZIP=-5.81, Synergy_Bliss=-10.1, Synergy_Loewe=-14.0, Synergy_HSA=-8.42.